From a dataset of Forward reaction prediction with 1.9M reactions from USPTO patents (1976-2016). Predict the product of the given reaction. (1) Given the reactants [OH:1][C:2]1[CH:7]=[CH:6][C:5]([C:8]2[O:9][C:10]3[CH:26]=[CH:25][C:24]([NH:27]C(=O)C)=[CH:23][C:11]=3[C:12](=[O:22])[C:13]=2[O:14][CH2:15][C:16]2[CH:21]=[CH:20][CH:19]=[CH:18][CH:17]=2)=[CH:4][CH:3]=1.[ClH:31], predict the reaction product. The product is: [ClH:31].[OH:1][C:2]1[CH:3]=[CH:4][C:5]([C:8]2[O:9][C:10]3[CH:26]=[CH:25][C:24]([NH2:27])=[CH:23][C:11]=3[C:12](=[O:22])[C:13]=2[O:14][CH2:15][C:16]2[CH:21]=[CH:20][CH:19]=[CH:18][CH:17]=2)=[CH:6][CH:7]=1. (2) Given the reactants [F:1][C:2]1[CH:45]=[CH:44][C:43]([F:46])=[CH:42][C:3]=1[O:4][C:5]1[N:6]=[C:7]([O:38][CH2:39][CH2:40][CH3:41])[C:8]2[N:13]=[C:12]([C:14]3[CH:35]=[C:34]([CH3:36])[C:17]([O:18][CH2:19][C:20]([N:22]4[CH2:26][CH2:25][CH2:24][C@H:23]4[C:27]([O:29]C(C)(C)C)=[O:28])=[O:21])=[C:16]([CH3:37])[CH:15]=3)[O:11][C:9]=2[N:10]=1.FC(F)(F)C(O)=O, predict the reaction product. The product is: [F:1][C:2]1[CH:45]=[CH:44][C:43]([F:46])=[CH:42][C:3]=1[O:4][C:5]1[N:6]=[C:7]([O:38][CH2:39][CH2:40][CH3:41])[C:8]2[N:13]=[C:12]([C:14]3[CH:35]=[C:34]([CH3:36])[C:17]([O:18][CH2:19][C:20]([N:22]4[CH2:26][CH2:25][CH2:24][C@H:23]4[C:27]([OH:29])=[O:28])=[O:21])=[C:16]([CH3:37])[CH:15]=3)[O:11][C:9]=2[N:10]=1. (3) Given the reactants [CH3:1][S:2][C:3]1[CH:4]=[C:5]([NH2:10])[C:6]([NH2:9])=[CH:7][CH:8]=1.[CH:11](O)=O.C([O-])(O)=O.[Na+], predict the reaction product. The product is: [CH3:1][S:2][C:3]1[CH:8]=[CH:7][C:6]2[N:9]=[CH:11][NH:10][C:5]=2[CH:4]=1. (4) Given the reactants Br[C:2]1[CH:3]=[C:4]([CH:14]=[CH:15][CH:16]=1)[NH:5][CH:6]([C:8]1[CH:13]=[CH:12][CH:11]=[CH:10][CH:9]=1)[CH3:7].[B:17]1([B:17]2[O:21][C:20]([CH3:23])([CH3:22])[C:19]([CH3:25])([CH3:24])[O:18]2)[O:21][C:20]([CH3:23])([CH3:22])[C:19]([CH3:25])([CH3:24])[O:18]1.C([O-])(=O)C.[K+], predict the reaction product. The product is: [C:8]1([CH:6]([NH:5][C:4]2[CH:14]=[CH:15][CH:16]=[C:2]([B:17]3[O:21][C:20]([CH3:23])([CH3:22])[C:19]([CH3:25])([CH3:24])[O:18]3)[CH:3]=2)[CH3:7])[CH:13]=[CH:12][CH:11]=[CH:10][CH:9]=1. (5) The product is: [Cl:24][C:13]1[C:14]2[C:19](=[CH:18][CH:17]=[CH:16][CH:15]=2)[CH:20]=[C:11]([C:8]2[CH:9]=[CH:10][C:5]([CH2:1][CH2:2][CH2:3][CH3:4])=[CH:6][CH:7]=2)[N:12]=1. Given the reactants [CH2:1]([C:5]1[CH:10]=[CH:9][C:8]([C:11]2[NH:12][C:13](=O)[C:14]3[C:19]([CH:20]=2)=[CH:18][CH:17]=[CH:16][CH:15]=3)=[CH:7][CH:6]=1)[CH2:2][CH2:3][CH3:4].P(Cl)(Cl)([Cl:24])=O, predict the reaction product. (6) Given the reactants Cl.O1CCOCC1.[S:8]1[C:12]2[CH:13]=[C:14]([N:17]3[CH2:21][CH2:20][N:19]([C:22]4[CH:23]=[C:24]5[N:30]=[CH:29][N:28](OCC[Si](C)(C)C)[C:25]5=[N:26][CH:27]=4)[C:18]3=[O:38])[CH:15]=[CH:16][C:11]=2[N:10]=[CH:9]1.CO, predict the reaction product. The product is: [S:8]1[C:12]2[CH:13]=[C:14]([N:17]3[CH2:21][CH2:20][N:19]([C:22]4[CH:23]=[C:24]5[N:30]=[CH:29][NH:28][C:25]5=[N:26][CH:27]=4)[C:18]3=[O:38])[CH:15]=[CH:16][C:11]=2[N:10]=[CH:9]1. (7) Given the reactants [CH3:1][C:2]1[C:7]([C:8]#[N:9])=[CH:6][N:5]=[CH:4][CH:3]=1.[Li+].C[Si]([N-][Si](C)(C)C)(C)C.[CH3:20][O:21][C:22](=O)[O:23]C.[Cl-].[NH4+], predict the reaction product. The product is: [CH3:20][O:21][C:22](=[O:23])[CH2:1][C:2]1[CH:3]=[CH:4][N:5]=[CH:6][C:7]=1[C:8]#[N:9].